The task is: Predict which catalyst facilitates the given reaction.. This data is from Catalyst prediction with 721,799 reactions and 888 catalyst types from USPTO. Reactant: [N:1]1[CH:6]=[CH:5][CH:4]=[CH:3][C:2]=1[C:7]1[N:11]=[C:10]([NH2:12])[NH:9][N:8]=1.[NH:13]1[C:17]2[CH:18]=[CH:19][C:20]([C:22](=O)[CH2:23][C:24](OCC)=[O:25])=[CH:21][C:16]=2[N:15]=[N:14]1.CC1C=CC(S(O)(=O)=O)=CC=1. Product: [NH:13]1[C:17]2[CH:18]=[CH:19][C:20]([C:22]3[NH:12][C:10]4[N:9]([N:8]=[C:7]([C:2]5[CH:3]=[CH:4][CH:5]=[CH:6][N:1]=5)[N:11]=4)[C:24](=[O:25])[CH:23]=3)=[CH:21][C:16]=2[N:15]=[N:14]1. The catalyst class is: 400.